Dataset: Catalyst prediction with 721,799 reactions and 888 catalyst types from USPTO. Task: Predict which catalyst facilitates the given reaction. (1) Reactant: [Br:1][C:2]1[CH:9]=[C:8](F)[C:7]([N+:11]([O-:13])=[O:12])=[CH:6][C:3]=1[C:4]#[N:5].C(N(CC)C(C)C)(C)C.[CH3:23][NH:24][CH:25]([CH3:28])[CH2:26][OH:27].O. Product: [Br:1][C:2]1[CH:9]=[C:8]([N:24]([CH:25]([CH3:28])[CH2:26][OH:27])[CH3:23])[C:7]([N+:11]([O-:13])=[O:12])=[CH:6][C:3]=1[C:4]#[N:5]. The catalyst class is: 3. (2) Reactant: [Br:1][C:2]1[CH:3]=[C:4]2[CH:10]=[CH:9][NH:8][C:5]2=[N:6][CH:7]=1.[H-].[Na+].[C:13]1([S:19](Cl)(=[O:21])=[O:20])[CH:18]=[CH:17][CH:16]=[CH:15][CH:14]=1.O. Product: [Br:1][C:2]1[CH:3]=[C:4]2[CH:10]=[CH:9][N:8]([S:19]([C:13]3[CH:18]=[CH:17][CH:16]=[CH:15][CH:14]=3)(=[O:21])=[O:20])[C:5]2=[N:6][CH:7]=1. The catalyst class is: 3. (3) Reactant: [CH:1]1([C:4]2[CH:5]=[C:6]([CH:9]=[CH:10][CH:11]=2)[C:7]#[N:8])[CH2:3][CH2:2]1. Product: [CH:1]1([C:4]2[CH:5]=[C:6]([CH:9]=[CH:10][CH:11]=2)[CH2:7][NH2:8])[CH2:2][CH2:3]1. The catalyst class is: 94. (4) Reactant: [CH2:1]([NH:8][S:9]([C:12]1[CH:17]=[CH:16][C:15]([C:18]([F:21])([F:20])[F:19])=[CH:14][CH:13]=1)(=[O:11])=[O:10])[C:2]1[CH:7]=[CH:6][CH:5]=[CH:4][CH:3]=1.[C:22](O[C:22]([O:24][C:25]([CH3:28])([CH3:27])[CH3:26])=[O:23])([O:24][C:25]([CH3:28])([CH3:27])[CH3:26])=[O:23]. Product: [CH2:1]([N:8]([S:9]([C:12]1[CH:17]=[CH:16][C:15]([C:18]([F:21])([F:19])[F:20])=[CH:14][CH:13]=1)(=[O:10])=[O:11])[C:22](=[O:23])[O:24][C:25]([CH3:28])([CH3:27])[CH3:26])[C:2]1[CH:3]=[CH:4][CH:5]=[CH:6][CH:7]=1. The catalyst class is: 527. (5) Reactant: Cl[CH2:2][CH2:3][O:4][C:5]1[CH:10]=[CH:9][CH:8]=[CH:7][C:6]=1[C:11]1([NH:14][C:15]2[C:16](=[O:35])[N:17]([C:21]3[CH:22]=[C:23]([CH:30]=[C:31]([F:34])[C:32]=3[CH3:33])[C:24]([NH:26][CH:27]3[CH2:29][CH2:28]3)=[O:25])[CH:18]=[CH:19][N:20]=2)[CH2:13][CH2:12]1.[CH3:36][NH2:37]. Product: [CH:27]1([NH:26][C:24](=[O:25])[C:23]2[CH:22]=[C:21]([N:17]3[CH:18]=[CH:19][N:20]=[C:15]([NH:14][C:11]4([C:6]5[CH:7]=[CH:8][CH:9]=[CH:10][C:5]=5[O:4][CH2:3][CH2:2][NH:37][CH3:36])[CH2:13][CH2:12]4)[C:16]3=[O:35])[C:32]([CH3:33])=[C:31]([F:34])[CH:30]=2)[CH2:29][CH2:28]1. The catalyst class is: 12.